From a dataset of Forward reaction prediction with 1.9M reactions from USPTO patents (1976-2016). Predict the product of the given reaction. (1) The product is: [C:1]([O:5][C:6]([N:8]1[C:16]2[CH:15]=[C:14]([CH:17]([OH:24])[C:18]3[CH:19]=[CH:20][CH:21]=[CH:22][CH:23]=3)[N:13]=[CH:12][C:11]=2[C:10]([CH3:26])([CH3:25])[CH2:9]1)=[O:7])([CH3:4])([CH3:2])[CH3:3]. Given the reactants [C:1]([O:5][C:6]([N:8]1[C:16]2[CH:15]=[C:14]([C:17](=[O:24])[C:18]3[CH:23]=[CH:22][CH:21]=[CH:20][CH:19]=3)[N:13]=[CH:12][C:11]=2[C:10]([CH3:26])([CH3:25])[CH2:9]1)=[O:7])([CH3:4])([CH3:3])[CH3:2].[BH4-].[Na+].O, predict the reaction product. (2) Given the reactants [C:1]([O:5][C:6]([N:8]1[CH2:11][CH:10]([CH3:12])[C:9]1([CH2:20][CH:21]=O)[C:13]([O:15][C:16]([CH3:19])([CH3:18])[CH3:17])=[O:14])=[O:7])([CH3:4])([CH3:3])[CH3:2].[CH2:23]([NH2:30])[C:24]1[CH:29]=[CH:28][CH:27]=[CH:26][CH:25]=1.C(O[BH-](OC(=O)C)OC(=O)C)(=O)C.[Na+].O, predict the reaction product. The product is: [C:1]([O:5][C:6]([N:8]1[CH2:11][CH:10]([CH3:12])[C:9]1([CH2:20][CH2:21][NH:30][CH2:23][C:24]1[CH:29]=[CH:28][CH:27]=[CH:26][CH:25]=1)[C:13]([O:15][C:16]([CH3:17])([CH3:18])[CH3:19])=[O:14])=[O:7])([CH3:2])([CH3:3])[CH3:4]. (3) The product is: [NH:23]1[C:31]2[C:26](=[CH:27][C:28]([C:2]3[CH:3]=[C:4]([C:9]4[O:10][C:11]([CH:14]([CH3:16])[CH3:15])=[N:12][N:13]=4)[C:5]([NH2:8])=[N:6][CH:7]=3)=[CH:29][CH:30]=2)[CH:25]=[CH:24]1. Given the reactants Br[C:2]1[CH:3]=[C:4]([C:9]2[O:10][C:11]([CH:14]([CH3:16])[CH3:15])=[N:12][N:13]=2)[C:5]([NH2:8])=[N:6][CH:7]=1.C([O-])([O-])=O.[K+].[K+].[NH:23]1[C:31]2[C:26](=[CH:27][C:28](B(O)O)=[CH:29][CH:30]=2)[CH:25]=[CH:24]1, predict the reaction product. (4) Given the reactants [Cl:1][C:2]1[CH:3]=[C:4]([N:26]([C@H:29]2[CH2:34][CH2:33][C@H:32]([N:35]([CH3:37])[CH3:36])[CH2:31][CH2:30]2)[CH2:27][CH3:28])[C:5]([CH3:25])=[C:6]([CH:24]=1)[C:7]([NH:9][CH2:10][C:11]1[C:12]([O:22]C)=[N:13][N:14]([CH3:21])[C:15]=1[N:16]1[CH2:20][CH2:19][CH2:18][CH2:17]1)=[O:8].B(Br)(Br)Br.C(=O)(O)[O-].[Na+], predict the reaction product. The product is: [Cl:1][C:2]1[CH:3]=[C:4]([N:26]([C@H:29]2[CH2:30][CH2:31][C@H:32]([N:35]([CH3:37])[CH3:36])[CH2:33][CH2:34]2)[CH2:27][CH3:28])[C:5]([CH3:25])=[C:6]([CH:24]=1)[C:7]([NH:9][CH2:10][C:11]1[C:12]([OH:22])=[N:13][N:14]([CH3:21])[C:15]=1[N:16]1[CH2:17][CH2:18][CH2:19][CH2:20]1)=[O:8].